This data is from Forward reaction prediction with 1.9M reactions from USPTO patents (1976-2016). The task is: Predict the product of the given reaction. (1) The product is: [CH3:17][O:16][C:10]1[C:9]2[CH2:8][CH2:7][C@H:6]3[C@H:18]([CH3:21])[C:19]4[O:20][N:29]=[CH:2][C:3]=4[CH2:4][C@:5]3([C:22]3[CH:27]=[CH:26][CH:25]=[CH:24][CH:23]=3)[C:14]=2[N:13]=[C:12]([CH3:15])[N:11]=1. Given the reactants O/[CH:2]=[C:3]1/[CH2:4][C@:5]2([C:22]3[CH:27]=[CH:26][CH:25]=[CH:24][CH:23]=3)[C:14]3[N:13]=[C:12]([CH3:15])[N:11]=[C:10]([O:16][CH3:17])[C:9]=3[CH2:8][CH2:7][C@H:6]2[C@H:18]([CH3:21])[C:19]/1=[O:20].Cl.[NH2:29]O, predict the reaction product. (2) The product is: [CH3:11][O:12][CH:13]([CH2:17][CH:18]=[CH2:19])[CH2:14][CH:15]=[O:16]. Given the reactants CS(C)=O.C(Cl)(=O)C(Cl)=O.[CH3:11][O:12][CH:13]([CH2:17][CH:18]=[CH2:19])[CH2:14][CH2:15][OH:16].C(N(CC)CC)C, predict the reaction product. (3) Given the reactants CC1(C)[O:6][CH:5]([CH:7]2[O:12][C:10](=[O:11])[C:9]([OH:13])=[C:8]2[OH:14])[CH2:4][O:3]1.COCOCOC, predict the reaction product. The product is: [O:11]=[C:10]1[O:12][C@H:7]([C@H:5]([CH2:4][OH:3])[OH:6])[C:8]([OH:14])=[C:9]1[OH:13]. (4) Given the reactants [Cl:1][C:2]1[CH:3]=[C:4]([C:9]([C:12]2[CH:17]=[C:16]([Cl:18])[CH:15]=[C:14]([Cl:19])[CH:13]=2)(Cl)Cl)[CH:5]=[C:6]([Cl:8])[CH:7]=1.[OH:20][C:21]1[CH:22]=[C:23]([CH:29]=[CH:30][C:31]=1[OH:32])[C:24]([O:26][CH2:27][CH3:28])=[O:25], predict the reaction product. The product is: [CH2:27]([O:26][C:24]([C:23]1[CH:29]=[CH:30][C:31]2[O:32][C:9]([C:12]3[CH:17]=[C:16]([Cl:18])[CH:15]=[C:14]([Cl:19])[CH:13]=3)([C:4]3[CH:3]=[C:2]([Cl:1])[CH:7]=[C:6]([Cl:8])[CH:5]=3)[O:20][C:21]=2[CH:22]=1)=[O:25])[CH3:28]. (5) Given the reactants [CH:1]1([C:4]2[O:5][C:6]3[C:16]([N:17]=2)=[CH:15][C:9]2[CH2:10][CH2:11][NH:12][CH2:13][CH2:14][C:8]=2[CH:7]=3)[CH2:3][CH2:2]1.[Cl:18][CH2:19][CH2:20][CH2:21][S:22][C:23]1[N:24]([CH3:39])[C:25]([C:28]2[CH:37]=[CH:36][CH:35]=[C:34]3[C:29]=2[CH:30]=[CH:31][C:32]([CH3:38])=[N:33]3)=[N:26][N:27]=1, predict the reaction product. The product is: [ClH:18].[CH:1]1([C:4]2[O:5][C:6]3[C:16]([N:17]=2)=[CH:15][C:9]2[CH2:10][CH2:11][N:12]([CH2:19][CH2:20][CH2:21][S:22][C:23]4[N:24]([CH3:39])[C:25]([C:28]5[CH:37]=[CH:36][CH:35]=[C:34]6[C:29]=5[CH:30]=[CH:31][C:32]([CH3:38])=[N:33]6)=[N:26][N:27]=4)[CH2:13][CH2:14][C:8]=2[CH:7]=3)[CH2:3][CH2:2]1. (6) Given the reactants [C:1]1([CH:7]2[CH2:11][CH2:10][CH2:9][NH:8]2)[CH:6]=[CH:5][CH:4]=[CH:3][CH:2]=1.[F:12][C:13]1[CH:18]=[CH:17][C:16]([C:19]2[O:20][C:21]3[CH:31]=[CH:30][C:29]([C:32]4[CH:33]=[C:34]([CH:38]=[CH:39][CH:40]=4)[C:35](O)=[O:36])=[CH:28][C:22]=3[C:23]=2[C:24](=[O:27])[NH:25][CH3:26])=[CH:15][CH:14]=1.CN(C(ON1N=NC2C=CC=NC1=2)=[N+](C)C)C.F[P-](F)(F)(F)(F)F.CCN(C(C)C)C(C)C, predict the reaction product. The product is: [F:12][C:13]1[CH:18]=[CH:17][C:16]([C:19]2[O:20][C:21]3[CH:31]=[CH:30][C:29]([C:32]4[CH:40]=[CH:39][CH:38]=[C:34]([C:35]([N:8]5[CH2:9][CH2:10][CH2:11][CH:7]5[C:1]5[CH:6]=[CH:5][CH:4]=[CH:3][CH:2]=5)=[O:36])[CH:33]=4)=[CH:28][C:22]=3[C:23]=2[C:24]([NH:25][CH3:26])=[O:27])=[CH:15][CH:14]=1. (7) The product is: [O:28]=[C:20]1[NH:21][C:22]2[C:27](/[C:19]/1=[CH:18]\[C:15]1[O:14][C:13]([C:9]3[CH:8]=[C:7]([NH:6][C:4](=[O:5])[CH2:3][CH2:2][N:29]4[CH2:33][CH2:32][CH2:31][CH2:30]4)[CH:12]=[CH:11][CH:10]=3)=[CH:17][CH:16]=1)=[CH:26][CH:25]=[CH:24][CH:23]=2. Given the reactants Cl[CH2:2][CH2:3][C:4]([NH:6][C:7]1[CH:12]=[CH:11][CH:10]=[C:9]([C:13]2[O:14][C:15](/[CH:18]=[C:19]3/[C:20](=[O:28])[NH:21][C:22]4[C:27]/3=[CH:26][CH:25]=[CH:24][CH:23]=4)=[CH:16][CH:17]=2)[CH:8]=1)=[O:5].[NH:29]1[CH2:33][CH2:32][CH2:31][CH2:30]1, predict the reaction product.